Task: Predict the reactants needed to synthesize the given product.. Dataset: Full USPTO retrosynthesis dataset with 1.9M reactions from patents (1976-2016) (1) Given the product [Br:1][C:2]1[CH:14]=[CH:13][C:5]([O:6][CH2:7][CH2:8][C:9]2([OH:11])[CH2:20][CH2:19]2)=[CH:4][C:3]=1[C:15]([F:18])([F:17])[F:16], predict the reactants needed to synthesize it. The reactants are: [Br:1][C:2]1[CH:14]=[CH:13][C:5]([O:6][CH2:7][CH2:8][C:9]([O:11]C)=O)=[CH:4][C:3]=1[C:15]([F:18])([F:17])[F:16].[CH3:19][CH2:20][Mg+].[Br-]. (2) Given the product [F:29][C:27]([F:30])([F:28])[C:25]1[CH:26]=[C:21]([CH:22]=[C:23]([C:31]([F:34])([F:33])[F:32])[CH:24]=1)[CH2:20][N:13]([CH2:12][C:11]1[C:6]([C:4]([CH:21]2[CH2:26][CH2:25][CH2:24][CH2:23][CH2:22]2)=[O:5])=[N:7][CH:8]=[C:9]([C:35]([F:36])([F:38])[F:37])[CH:10]=1)[C:14]1[N:15]=[N:16][N:17]([CH3:19])[N:18]=1, predict the reactants needed to synthesize it. The reactants are: CON(C)[C:4]([C:6]1[C:11]([CH2:12][N:13]([CH2:20][C:21]2[CH:26]=[C:25]([C:27]([F:30])([F:29])[F:28])[CH:24]=[C:23]([C:31]([F:34])([F:33])[F:32])[CH:22]=2)[C:14]2[N:15]=[N:16][N:17]([CH3:19])[N:18]=2)=[CH:10][C:9]([C:35]([F:38])([F:37])[F:36])=[CH:8][N:7]=1)=[O:5].[NH4+].[Cl-]. (3) Given the product [Cl:1][C:2]1[CH:10]=[C:9]2[C:5]([C:6]([I:18])=[CH:7][NH:8]2)=[CH:4][CH:3]=1, predict the reactants needed to synthesize it. The reactants are: [Cl:1][C:2]1[CH:10]=[C:9]2[C:5]([CH:6]=[CH:7][NH:8]2)=[CH:4][CH:3]=1.C1C(=O)N([I:18])C(=O)C1. (4) Given the product [Br:30][C:8]1[N:7]([C@@H:10]2[O:27][CH2:26][C@@H:21]([O:22][C:23](=[O:25])[CH3:24])[C@@H:16]([O:17][C:18](=[O:20])[CH3:19])[C@H:11]2[O:12][C:13](=[O:15])[CH3:14])[C:6]2[CH:28]=[C:2]([Cl:1])[C:3]([CH3:29])=[CH:4][C:5]=2[N:9]=1, predict the reactants needed to synthesize it. The reactants are: [Cl:1][C:2]1[C:3]([CH3:29])=[CH:4][C:5]2[N:9]=[CH:8][N:7]([C@@H:10]3[O:27][CH2:26][C@@H:21]([O:22][C:23](=[O:25])[CH3:24])[C@@H:16]([O:17][C:18](=[O:20])[CH3:19])[C@H:11]3[O:12][C:13](=[O:15])[CH3:14])[C:6]=2[CH:28]=1.[Br:30]N1C(=O)CCC1=O.N1C2C=CC=CC=2NC=1. (5) Given the product [F:1][C:2]1[CH:3]=[CH:4][C:5]([CH2:6][CH:7]2[C:16]3[C:11](=[CH:12][C:13]([O:19][CH3:20])=[CH:14][C:15]=3[O:17][CH3:18])[CH2:10][CH2:9][N:8]2[CH2:24][CH2:25][NH:26][C:27]([NH:29][C:30]2[C:39]3[C:34](=[CH:35][CH:36]=[CH:37][CH:38]=3)[N:33]=[C:32]([CH3:40])[CH:31]=2)=[O:28])=[CH:21][CH:22]=1, predict the reactants needed to synthesize it. The reactants are: [F:1][C:2]1[CH:22]=[CH:21][C:5]([CH2:6][CH:7]2[C:16]3[C:11](=[CH:12][C:13]([O:19][CH3:20])=[CH:14][C:15]=3[O:17][CH3:18])[CH2:10][CH2:9][NH:8]2)=[CH:4][CH:3]=1.Cl[CH2:24][CH2:25][NH:26][C:27]([NH:29][C:30]1[C:39]2[C:34](=[CH:35][CH:36]=[CH:37][CH:38]=2)[N:33]=[C:32]([CH3:40])[CH:31]=1)=[O:28].N[C@H](C(O)=O)CC1C=C2C(C=CC=C2)=CC=1.